This data is from Reaction yield outcomes from USPTO patents with 853,638 reactions. The task is: Predict the reaction yield, written as a fraction of the theoretical maximum amount of product (1.0 means a 100% yield; for example, 0.34 means a 34% yield). (1) The reactants are Br[C:2]1[CH:7]=[CH:6][C:5]([C:8]([CH3:11])([CH3:10])[CH3:9])=[CH:4][CH:3]=1.[CH:12]([C:14]1[O:18][C:17](B(O)O)=[CH:16][CH:15]=1)=[O:13].C(=O)([O-])[O-].[Na+].[Na+]. The catalyst is C(COC)OC.C(O)C.O.C(OCC)(=O)C.C1C=CC([P]([Pd]([P](C2C=CC=CC=2)(C2C=CC=CC=2)C2C=CC=CC=2)([P](C2C=CC=CC=2)(C2C=CC=CC=2)C2C=CC=CC=2)[P](C2C=CC=CC=2)(C2C=CC=CC=2)C2C=CC=CC=2)(C2C=CC=CC=2)C2C=CC=CC=2)=CC=1. The product is [C:8]([C:5]1[CH:6]=[CH:7][C:2]([C:17]2[O:18][C:14]([CH:12]=[O:13])=[CH:15][CH:16]=2)=[CH:3][CH:4]=1)([CH3:11])([CH3:10])[CH3:9]. The yield is 0.720. (2) The reactants are [C:1]([CH:3]([C:9]1[CH:14]=[CH:13][C:12]([OH:15])=[CH:11][CH:10]=1)[CH2:4][C:5]([O:7][CH3:8])=[O:6])#[N:2].C(O)[C:17]1[CH:22]=[CH:21][CH:20]=[CH:19][CH:18]=1.CCCC[Sn](O[Sn](CCCC)(CCCC)CCCC)(CCCC)CCCC. No catalyst specified. The product is [C:1]([CH:3]([C:9]1[CH:14]=[CH:13][C:12]([OH:15])=[CH:11][CH:10]=1)[CH2:4][C:5]([O:7][CH2:8][C:17]1[CH:22]=[CH:21][CH:20]=[CH:19][CH:18]=1)=[O:6])#[N:2]. The yield is 0.0600. (3) The reactants are Cl[C:2]1[N:7]=[CH:6][N:5]=[C:4]2[N:8]([C:11]3[CH:16]=[CH:15][C:14]([S:17]([CH3:20])(=[O:19])=[O:18])=[CH:13][CH:12]=3)[N:9]=[CH:10][C:3]=12.[C:21]([O:25][C:26](=[O:35])[NH:27][CH:28]1[CH2:33][CH2:32][CH:31]([NH2:34])[CH2:30][CH2:29]1)([CH3:24])([CH3:23])[CH3:22].C(=O)([O-])[O-].[K+].[K+]. The catalyst is C1COCC1. The product is [C:21]([O:25][C:26](=[O:35])[NH:27][CH:28]1[CH2:29][CH2:30][CH:31]([NH:34][C:2]2[N:7]=[CH:6][N:5]=[C:4]3[N:8]([C:11]4[CH:16]=[CH:15][C:14]([S:17]([CH3:20])(=[O:19])=[O:18])=[CH:13][CH:12]=4)[N:9]=[CH:10][C:3]=23)[CH2:32][CH2:33]1)([CH3:24])([CH3:22])[CH3:23]. The yield is 0.760. (4) The reactants are Cl[C:2]1[C:11]2[C:6](=[CH:7][CH:8]=[CH:9][CH:10]=2)[N:5]=[C:4]([CH2:12][Cl:13])[N:3]=1.Cl.[NH2:15][C@H:16]([C:21]([NH2:23])=[O:22])[CH2:17][CH:18]([CH3:20])[CH3:19].C(=O)([O-])[O-].[K+].[K+]. The catalyst is C(#N)C. The product is [Cl:13][CH2:12][C:4]1[N:3]=[C:2]([NH:15][C@@H:16]([CH2:17][CH:18]([CH3:20])[CH3:19])[C:21]([NH2:23])=[O:22])[C:11]2[C:6](=[CH:7][CH:8]=[CH:9][CH:10]=2)[N:5]=1. The yield is 0.590. (5) The reactants are [NH2:1][C:2]1[N:7]([C:8]2[CH:13]=[CH:12][C:11]([I:14])=[CH:10][C:9]=2[F:15])[C:6](=[O:16])[NH:5][C:4](=[O:17])[CH:3]=1.[CH3:18][N:19]([CH3:22])[CH:20]=O.CN(C(OC)OC)C.C(O)(C)C. The catalyst is O. The product is [F:15][C:9]1[CH:10]=[C:11]([I:14])[CH:12]=[CH:13][C:8]=1[N:7]1[C:2]([N:1]=[CH:18][N:19]([CH3:22])[CH3:20])=[CH:3][C:4](=[O:17])[NH:5][C:6]1=[O:16]. The yield is 0.677.